Task: Predict the reaction yield, written as a fraction of the theoretical maximum amount of product (1.0 means a 100% yield; for example, 0.34 means a 34% yield).. Dataset: Reaction yield outcomes from USPTO patents with 853,638 reactions (1) The reactants are [CH:1]1([CH2:7][CH:8]([N:12]2[C:17](=[O:18])[CH:16]=[C:15]([O:19][C:20]3[C:25]([F:26])=[CH:24][CH:23]=[CH:22][C:21]=3[F:27])[CH:14]=[N:13]2)[C:9](O)=[O:10])[CH2:6][CH2:5][CH2:4][CH2:3][CH2:2]1.[C:28]([Si:32]([CH3:43])([CH3:42])[O:33][CH2:34][CH2:35][N:36]1[CH:40]=[CH:39][C:38]([NH2:41])=[N:37]1)([CH3:31])([CH3:30])[CH3:29]. No catalyst specified. The product is [C:28]([Si:32]([CH3:43])([CH3:42])[O:33][CH2:34][CH2:35][N:36]1[CH:40]=[CH:39][C:38]([NH:41][C:9](=[O:10])[CH:8]([N:12]2[C:17](=[O:18])[CH:16]=[C:15]([O:19][C:20]3[C:21]([F:27])=[CH:22][CH:23]=[CH:24][C:25]=3[F:26])[CH:14]=[N:13]2)[CH2:7][CH:1]2[CH2:6][CH2:5][CH2:4][CH2:3][CH2:2]2)=[N:37]1)([CH3:31])([CH3:30])[CH3:29]. The yield is 0.650. (2) The reactants are [C:1]([O:5][C:6]1[CH:11]=[CH:10][C:9]([CH2:12][C@H:13]([NH:37]C(=O)OCC2C3C=CC=CC=3C3C2=CC=CC=3)[C:14]([N:16]([C@@H:28]([CH3:36])[CH:29]([O:33][CH2:34][CH3:35])[O:30][CH2:31][CH3:32])[CH2:17][C:18]2[CH:19]=[CH:20][CH:21]=[C:22]3[C:27]=2[N:26]=[CH:25][CH:24]=[CH:23]3)=[O:15])=[CH:8][CH:7]=1)([CH3:4])([CH3:3])[CH3:2].N1CCCCC1. No catalyst specified. The product is [NH2:37][C@@H:13]([CH2:12][C:9]1[CH:10]=[CH:11][C:6]([O:5][C:1]([CH3:4])([CH3:3])[CH3:2])=[CH:7][CH:8]=1)[C:14]([N:16]([C@@H:28]([CH3:36])[CH:29]([O:30][CH2:31][CH3:32])[O:33][CH2:34][CH3:35])[CH2:17][C:18]1[CH:19]=[CH:20][CH:21]=[C:22]2[C:27]=1[N:26]=[CH:25][CH:24]=[CH:23]2)=[O:15]. The yield is 0.770. (3) The reactants are [CH2:1]([N:8]([CH2:12][Si](C)(C)C)[CH2:9]OC)[C:2]1[CH:7]=[CH:6][CH:5]=[CH:4][CH:3]=1.[C:17]([O:23][CH2:24][CH3:25])(=[O:22])/[CH:18]=[CH:19]\[CH2:20][CH3:21]. The catalyst is C(Cl)Cl.C(O)(C(F)(F)F)=O. The product is [CH2:1]([N:8]1[CH2:9][C@H:19]([CH2:20][CH3:21])[C@H:18]([C:17]([O:23][CH2:24][CH3:25])=[O:22])[CH2:12]1)[C:2]1[CH:3]=[CH:4][CH:5]=[CH:6][CH:7]=1. The yield is 0.960. (4) The reactants are [Br:1][C:2]1[N:7]=[C:6]([C@@:8]([NH:20][S@@:21]([C:23]([CH3:26])([CH3:25])[CH3:24])=[O:22])([CH:17]([F:19])[F:18])[CH2:9][C:10]([O:12][C:13]([CH3:16])([CH3:15])[CH3:14])=[O:11])[C:5]([F:27])=[C:4]([Si](CC)(CC)CC)[CH:3]=1.BrC1N=C([C@](N[S@@](C(C)(C)C)=O)(C(F)F)CC(OC(C)(C)C)=O)C(F)=C([Si](CC)(CC)CC)C=1.[F-].[K+].C(O)(=O)C.C([O-])(O)=O.[Na+].BrC1N=C([C@@](N[S@@](C(C)(C)C)=O)(C(F)F)CC(OC(C)(C)C)=O)C(F)=CC=1. The catalyst is O.CN(C=O)C.C1COCC1. The product is [Br:1][C:2]1[N:7]=[C:6]([C@:8]([NH:20][S@@:21]([C:23]([CH3:26])([CH3:25])[CH3:24])=[O:22])([CH:17]([F:18])[F:19])[CH2:9][C:10]([O:12][C:13]([CH3:14])([CH3:15])[CH3:16])=[O:11])[C:5]([F:27])=[CH:4][CH:3]=1. The yield is 0.980.